From a dataset of Forward reaction prediction with 1.9M reactions from USPTO patents (1976-2016). Predict the product of the given reaction. (1) Given the reactants [C:1]1([C:7]2([C:12](O)=O)[CH2:11][CH2:10][CH2:9][CH2:8]2)[CH:6]=[CH:5][CH:4]=[CH:3][CH:2]=1.CC(C)C(C1C=CC=CC=1)[C:18]([NH:20][C@@H:21]1[C@H:28]2[C@H:24]([CH2:25][N:26]([CH2:29][C:30]3[CH:35]=[CH:34][CH:33]=[C:32]([C:36]([F:39])([F:38])[F:37])[CH:31]=3)[CH2:27]2)[CH2:23][CH2:22]1)=[O:19].[CH2:47](N1C[C@H]2C(N)CC[C@H]2C1)[C:48]1C=CC=CC=1, predict the reaction product. The product is: [C:11]1([CH:7]([C:1]2[CH:2]=[CH:3][CH:4]=[CH:5][CH:6]=2)[CH2:12][C:18]([NH:20][C@@H:21]2[C@H:28]3[C@H:24]([CH2:25][N:26]([CH2:29][C:30]4[CH:35]=[CH:34][CH:33]=[C:32]([C:36]([F:39])([F:37])[F:38])[CH:31]=4)[CH2:27]3)[CH2:23][CH2:22]2)=[O:19])[CH:10]=[CH:9][CH:8]=[CH:48][CH:47]=1. (2) Given the reactants [H-].[Na+].[NH:3]1[CH:7]=[C:6]([CH:8]=[O:9])[N:5]=[CH:4]1.[H][H].Br[CH2:13][C:14]([O:16][CH2:17][CH3:18])=[O:15], predict the reaction product. The product is: [CH:8]([C:6]1[N:5]=[CH:4][N:3]([CH2:13][C:14]([O:16][CH2:17][CH3:18])=[O:15])[CH:7]=1)=[O:9].